Dataset: NCI-60 drug combinations with 297,098 pairs across 59 cell lines. Task: Regression. Given two drug SMILES strings and cell line genomic features, predict the synergy score measuring deviation from expected non-interaction effect. (1) Drug 1: C1CCN(CC1)CCOC2=CC=C(C=C2)C(=O)C3=C(SC4=C3C=CC(=C4)O)C5=CC=C(C=C5)O. Drug 2: CCC1=C2CN3C(=CC4=C(C3=O)COC(=O)C4(CC)O)C2=NC5=C1C=C(C=C5)O. Cell line: LOX IMVI. Synergy scores: CSS=38.0, Synergy_ZIP=-0.478, Synergy_Bliss=-2.09, Synergy_Loewe=-35.4, Synergy_HSA=-1.52. (2) Drug 1: CS(=O)(=O)CCNCC1=CC=C(O1)C2=CC3=C(C=C2)N=CN=C3NC4=CC(=C(C=C4)OCC5=CC(=CC=C5)F)Cl. Drug 2: CCC1=C2CN3C(=CC4=C(C3=O)COC(=O)C4(CC)O)C2=NC5=C1C=C(C=C5)O. Cell line: HCT116. Synergy scores: CSS=52.2, Synergy_ZIP=6.71, Synergy_Bliss=7.32, Synergy_Loewe=-1.80, Synergy_HSA=12.0. (3) Drug 1: CC1=C(C=C(C=C1)NC2=NC=CC(=N2)N(C)C3=CC4=NN(C(=C4C=C3)C)C)S(=O)(=O)N.Cl. Drug 2: C1CCC(CC1)NC(=O)N(CCCl)N=O. Cell line: ACHN. Synergy scores: CSS=34.9, Synergy_ZIP=9.64, Synergy_Bliss=8.51, Synergy_Loewe=10.1, Synergy_HSA=10.4. (4) Drug 1: CC1=C2C(C(=O)C3(C(CC4C(C3C(C(C2(C)C)(CC1OC(=O)C(C(C5=CC=CC=C5)NC(=O)OC(C)(C)C)O)O)OC(=O)C6=CC=CC=C6)(CO4)OC(=O)C)O)C)O. Drug 2: COCCOC1=C(C=C2C(=C1)C(=NC=N2)NC3=CC=CC(=C3)C#C)OCCOC.Cl. Cell line: EKVX. Synergy scores: CSS=7.59, Synergy_ZIP=-3.32, Synergy_Bliss=-1.24, Synergy_Loewe=-0.730, Synergy_HSA=-0.767. (5) Drug 1: CC1=CC2C(CCC3(C2CCC3(C(=O)C)OC(=O)C)C)C4(C1=CC(=O)CC4)C. Drug 2: C1=CC=C(C(=C1)C(C2=CC=C(C=C2)Cl)C(Cl)Cl)Cl. Cell line: SK-MEL-2. Synergy scores: CSS=2.89, Synergy_ZIP=2.19, Synergy_Bliss=3.40, Synergy_Loewe=-0.00226, Synergy_HSA=-0.395. (6) Drug 1: CCC1=C2CN3C(=CC4=C(C3=O)COC(=O)C4(CC)O)C2=NC5=C1C=C(C=C5)O. Drug 2: CC1=C(N=C(N=C1N)C(CC(=O)N)NCC(C(=O)N)N)C(=O)NC(C(C2=CN=CN2)OC3C(C(C(C(O3)CO)O)O)OC4C(C(C(C(O4)CO)O)OC(=O)N)O)C(=O)NC(C)C(C(C)C(=O)NC(C(C)O)C(=O)NCCC5=NC(=CS5)C6=NC(=CS6)C(=O)NCCC[S+](C)C)O. Cell line: ACHN. Synergy scores: CSS=64.1, Synergy_ZIP=-3.79, Synergy_Bliss=-1.39, Synergy_Loewe=2.63, Synergy_HSA=5.72. (7) Drug 1: CS(=O)(=O)CCNCC1=CC=C(O1)C2=CC3=C(C=C2)N=CN=C3NC4=CC(=C(C=C4)OCC5=CC(=CC=C5)F)Cl. Drug 2: CCC1(C2=C(COC1=O)C(=O)N3CC4=CC5=C(C=CC(=C5CN(C)C)O)N=C4C3=C2)O.Cl. Cell line: OVCAR-8. Synergy scores: CSS=23.5, Synergy_ZIP=-1.35, Synergy_Bliss=-0.763, Synergy_Loewe=-32.8, Synergy_HSA=-5.69.